The task is: Predict the reaction yield, written as a fraction of the theoretical maximum amount of product (1.0 means a 100% yield; for example, 0.34 means a 34% yield).. This data is from Reaction yield outcomes from USPTO patents with 853,638 reactions. (1) The reactants are [NH2:1][C:2]1[S:3][C:4]2[C:10]([C:11]3[CH:16]=[CH:15][CH:14]=[CH:13][CH:12]=3)=[CH:9][C:8]([O:17][CH3:18])=[CH:7][C:5]=2[N:6]=1.C(N(CC)CC)C.[CH3:26][C:27]1[S:31][C:30]([C:32](Cl)=[O:33])=[CH:29][CH:28]=1.[OH-].[Na+]. The catalyst is ClCCl. The product is [CH3:18][O:17][C:8]1[CH:9]=[C:10]([C:11]2[CH:16]=[CH:15][CH:14]=[CH:13][CH:12]=2)[C:4]2[S:3][C:2]([NH:1][C:32]([C:30]3[S:31][C:27]([CH3:26])=[CH:28][CH:29]=3)=[O:33])=[N:6][C:5]=2[CH:7]=1. The yield is 0.0500. (2) The reactants are [CH:1]1([C:7]2[C:15]3[C:10](=[CH:11][CH:12]=[C:13]([C:16]([O:18]C)=[O:17])[CH:14]=3)[NH:9][C:8]=2[C:20]2[CH:25]=[CH:24][CH:23]=[CH:22][CH:21]=2)[CH2:6][CH2:5][CH2:4][CH2:3][CH2:2]1.[H-].[Na+].[CH2:28](Br)[C:29]1[CH:34]=[CH:33][CH:32]=[CH:31][CH:30]=1.B(Br)(Br)Br. The catalyst is C1COCC1. The product is [CH2:28]([N:9]1[C:10]2[C:15](=[CH:14][C:13]([C:16]([OH:18])=[O:17])=[CH:12][CH:11]=2)[C:7]([CH:1]2[CH2:2][CH2:3][CH2:4][CH2:5][CH2:6]2)=[C:8]1[C:20]1[CH:21]=[CH:22][CH:23]=[CH:24][CH:25]=1)[C:29]1[CH:34]=[CH:33][CH:32]=[CH:31][CH:30]=1. The yield is 0.160. (3) The reactants are Br[C:2]1[N:7]=[CH:6][C:5]2[N:8]=[C:9]([C@H:15]([O:17][CH:18]3[CH2:23][CH2:22][CH2:21][CH2:20][O:19]3)[CH3:16])[N:10]([C@@H:11]([CH2:13][CH3:14])[CH3:12])[C:4]=2[CH:3]=1.[CH2:24]([S:26]([N:29]1[CH:33]=[C:32]([C:34]2[N:39]=[C:38]([NH2:40])[CH:37]=[CH:36][N:35]=2)[CH:31]=[N:30]1)(=[O:28])=[O:27])[CH3:25].C1(P(C2C=CC=CC=2)C2C3OC4C(=CC=CC=4P(C4C=CC=CC=4)C4C=CC=CC=4)C(C)(C)C=3C=CC=2)C=CC=CC=1.C(=O)([O-])[O-].[Cs+].[Cs+]. The catalyst is C1C=CC(/C=C/C(/C=C/C2C=CC=CC=2)=O)=CC=1.C1C=CC(/C=C/C(/C=C/C2C=CC=CC=2)=O)=CC=1.C1C=CC(/C=C/C(/C=C/C2C=CC=CC=2)=O)=CC=1.[Pd].[Pd].O1CCOCC1. The product is [C@H:11]([N:10]1[C:4]2[CH:3]=[C:2]([NH:40][C:38]3[CH:37]=[CH:36][N:35]=[C:34]([C:32]4[CH:31]=[N:30][N:29]([S:26]([CH2:24][CH3:25])(=[O:28])=[O:27])[CH:33]=4)[N:39]=3)[N:7]=[CH:6][C:5]=2[N:8]=[C:9]1[C@H:15]([O:17][CH:18]1[CH2:23][CH2:22][CH2:21][CH2:20][O:19]1)[CH3:16])([CH2:13][CH3:14])[CH3:12]. The yield is 0.430. (4) The reactants are C[O:2][C:3](=[O:32])[CH:4]([O:29][CH2:30][CH3:31])[CH2:5][C:6]1[CH:11]=[CH:10][C:9]([O:12][CH2:13][CH2:14][C:15]2[CH:20]=[CH:19][C:18]([O:21][S:22]([CH3:25])(=[O:24])=[O:23])=[CH:17][CH:16]=2)=[CH:8][C:7]=1[N+:26]([O-:28])=[O:27].O.[OH-].[Li+]. The catalyst is O1CCCC1.O. The product is [CH2:30]([O:29][CH:4]([CH2:5][C:6]1[CH:11]=[CH:10][C:9]([O:12][CH2:13][CH2:14][C:15]2[CH:20]=[CH:19][C:18]([O:21][S:22]([CH3:25])(=[O:24])=[O:23])=[CH:17][CH:16]=2)=[CH:8][C:7]=1[N+:26]([O-:28])=[O:27])[C:3]([OH:32])=[O:2])[CH3:31]. The yield is 0.930. (5) The reactants are [Br:1][C:2]1[C:3]([CH3:18])=[C:4]([C:14]([OH:17])=[CH:15][CH:16]=1)[C:5]([NH:7][C:8]1[CH:13]=[CH:12][CH:11]=[CH:10][CH:9]=1)=[O:6].[CH2:19]=O. The catalyst is C(O)(C(F)(F)F)=O. The product is [Br:1][C:2]1[CH:16]=[CH:15][C:14]2[O:17][CH2:19][N:7]([C:8]3[CH:13]=[CH:12][CH:11]=[CH:10][CH:9]=3)[C:5](=[O:6])[C:4]=2[C:3]=1[CH3:18]. The yield is 0.450.